Dataset: Reaction yield outcomes from USPTO patents with 853,638 reactions. Task: Predict the reaction yield, written as a fraction of the theoretical maximum amount of product (1.0 means a 100% yield; for example, 0.34 means a 34% yield). (1) The reactants are C[O:2][C:3]1[C:4]([CH3:36])=[C:5]([C:27]([O:34]C)=[C:28]([O:32][CH3:33])[C:29]=1[O:30][CH3:31])[CH2:6][C:7]1[CH:8]=[CH:9][C:10]([O:21][CH2:22][C:23]([O:25][CH3:26])=[O:24])=[C:11]([CH:20]=1)[C:12]([N:14]1[CH2:19][CH2:18][CH2:17][CH2:16][CH2:15]1)=[O:13].O=[N+]([O-])[O-].[O-][N+](=O)[O-].[O-][N+](=O)[O-].[O-][N+](=O)[O-].[O-][N+](=O)[O-].[O-][N+](=O)[O-].[Ce+4].[NH4+].[NH4+]. The catalyst is C(#N)C.O. The product is [CH3:31][O:30][C:29]1[C:3](=[O:2])[C:4]([CH3:36])=[C:5]([CH2:6][C:7]2[CH:8]=[CH:9][C:10]([O:21][CH2:22][C:23]([O:25][CH3:26])=[O:24])=[C:11]([CH:20]=2)[C:12]([N:14]2[CH2:15][CH2:16][CH2:17][CH2:18][CH2:19]2)=[O:13])[C:27](=[O:34])[C:28]=1[O:32][CH3:33]. The yield is 0.730. (2) The reactants are [F:1][CH:2]([F:12])[O:3][C:4]1[CH:11]=[CH:10][C:7]([CH2:8][NH2:9])=[CH:6][CH:5]=1.C(N(CC)CC)C.[CH2:20]([S:27](Cl)(=[O:29])=[O:28])[C:21]1[CH:26]=[CH:25][CH:24]=[CH:23][CH:22]=1. The catalyst is C1COCC1. The product is [F:1][CH:2]([F:12])[O:3][C:4]1[CH:5]=[CH:6][C:7]([CH2:8][NH:9][S:27]([CH2:20][C:21]2[CH:26]=[CH:25][CH:24]=[CH:23][CH:22]=2)(=[O:29])=[O:28])=[CH:10][CH:11]=1. The yield is 0.920. (3) The product is [CH2:20]([O:19][C:17](=[O:18])[C:16](=[CH:10][CH:9]([C:3]1[C:2]([CH3:1])=[C:7]([Cl:8])[CH:6]=[CH:5][N:4]=1)[CH:12]1[CH2:14][CH2:13]1)[C:15]([O:23][CH2:24][CH3:25])=[O:22])[CH3:21]. The reactants are [CH3:1][C:2]1[C:3]([CH:9]([CH:12]2[CH2:14][CH2:13]2)[CH:10]=O)=[N:4][CH:5]=[CH:6][C:7]=1[Cl:8].[C:15]([O:23][CH2:24][CH3:25])(=[O:22])[CH2:16][C:17]([O:19][CH2:20][CH3:21])=[O:18].N1CCCCC1.C(O)(=O)C. The yield is 0.710. The catalyst is C(O)C. (4) The reactants are [Br:1][C:2]1[CH:11]=[CH:10][C:5]([C:6]([O:8][CH3:9])=[O:7])=[C:4]([NH:12][C:13]([O:15][CH:16]([CH3:18])[CH3:17])=[O:14])[CH:3]=1.I[CH2:20][CH2:21][CH2:22][C:23]([O:25][CH3:26])=[O:24].C(=O)([O-])[O-].[Cs+].[Cs+].[Cl-].[NH4+]. The catalyst is CN(C)C=O. The product is [Br:1][C:2]1[CH:11]=[CH:10][C:5]([C:6]([O:8][CH3:9])=[O:7])=[C:4]([N:12]([C:13]([O:15][CH:16]([CH3:18])[CH3:17])=[O:14])[CH2:20][CH2:21][CH2:22][C:23]([O:25][CH3:26])=[O:24])[CH:3]=1. The yield is 0.630. (5) The reactants are [F:1][C:2]1[CH:20]=[CH:19][C:5]([CH2:6][O:7][C:8]2[CH:13]=[CH:12][C:11]([CH:14]=[CH:15][C:16](O)=[O:17])=[CH:10][CH:9]=2)=[CH:4][CH:3]=1.[CH3:21][NH2:22]. No catalyst specified. The product is [F:1][C:2]1[CH:20]=[CH:19][C:5]([CH2:6][O:7][C:8]2[CH:13]=[CH:12][C:11]([CH:14]=[CH:15][C:16]([NH:22][CH3:21])=[O:17])=[CH:10][CH:9]=2)=[CH:4][CH:3]=1. The yield is 0.210.